This data is from Forward reaction prediction with 1.9M reactions from USPTO patents (1976-2016). The task is: Predict the product of the given reaction. (1) Given the reactants [Br:1][C:2]1[S:6][C:5]([C:7]#[N:8])=[N:4][N:3]=1.BrC1SC(C(N)=O)=[N:12][N:11]=1.CC[N:20](CC)CC.[C:25]([O:31][C:32]([C:34](F)(F)F)=O)([C:27](F)(F)F)=[O:26], predict the reaction product. The product is: [Br:1][C:2]1[S:6][C:5]([C:7]2[N:20]=[N:11][N:12]([CH2:27][C:25]([O:31][CH2:32][CH3:34])=[O:26])[N:8]=2)=[N:4][N:3]=1. (2) Given the reactants [F:1][C:2]1[CH:3]=[C:4]([CH:22]=[C:23]([C:25]([F:28])([F:27])[F:26])[CH:24]=1)[CH2:5][C@H:6]1[CH2:11][C@@H:10]([C:12]2[O:16][NH:15][C:14](=[O:17])[CH:13]=2)[CH2:9][CH2:8][N:7]1[C:18]([O:20][CH3:21])=[O:19].CCCCCCC.CCO, predict the reaction product. The product is: [F:1][C:2]1[CH:3]=[C:4]([CH:22]=[C:23]([C:25]([F:27])([F:26])[F:28])[CH:24]=1)[CH2:5][C@H:6]1[CH2:11][C@@H:10]([C:12]2[O:16][NH:15][C:14](=[O:17])[CH:13]=2)[CH2:9][CH2:8][N:7]1[C:18]([O:20][CH3:21])=[O:19].[F:1][C:2]1[CH:3]=[C:4]([CH:22]=[C:23]([C:25]([F:27])([F:26])[F:28])[CH:24]=1)[CH2:5][C@@H:6]1[CH2:11][C@H:10]([C:12]2[O:16][NH:15][C:14](=[O:17])[CH:13]=2)[CH2:9][CH2:8][N:7]1[C:18]([O:20][CH3:21])=[O:19]. (3) Given the reactants [F:1][C:2]1[CH:3]=[C:4]([CH:16]=[CH:17][CH:18]=1)[CH2:5][O:6][CH2:7][C:8]1ON=[C:10]([C:13](O)=O)[CH:9]=1.C([N:21]([CH2:24][CH3:25])[CH2:22]C)C.Cl.C(N=C=NCCCN(C)C)C.[OH:38][N:39]1C2C=CC=CC=2N=N1.[O:48]1[CH2:52][CH2:51]C(CN)[CH2:49]1.[OH2:55], predict the reaction product. The product is: [O:48]1[CH2:52][CH2:51][CH:25]([CH2:24][NH:21][C:22]([C:13]2[CH:10]=[C:9]([CH2:8][CH2:7][O:6][CH2:5][C:4]3[CH:16]=[CH:17][CH:18]=[C:2]([F:1])[CH:3]=3)[O:38][N:39]=2)=[O:55])[CH2:49]1. (4) The product is: [C:1]([O:5][C:6]([N:8]1[CH2:12][CH2:11][CH:10]([CH2:13][N:14]([C:15]2[S:16][C:17]3[CH:23]=[C:22]([N+:24]([O-:26])=[O:25])[CH:21]=[CH:20][C:18]=3[N:19]=2)[CH2:31][CH3:32])[CH2:9]1)=[O:7])([CH3:4])([CH3:2])[CH3:3]. Given the reactants [C:1]([O:5][C:6]([N:8]1[CH2:12][CH2:11][CH:10]([CH2:13][NH:14][C:15]2[S:16][C:17]3[CH:23]=[C:22]([N+:24]([O-:26])=[O:25])[CH:21]=[CH:20][C:18]=3[N:19]=2)[CH2:9]1)=[O:7])([CH3:4])([CH3:3])[CH3:2].[H-].[Na+].IC.[C:31](OCC)(=O)[CH3:32], predict the reaction product.